Dataset: Full USPTO retrosynthesis dataset with 1.9M reactions from patents (1976-2016). Task: Predict the reactants needed to synthesize the given product. Given the product [Cl:1][C:2]1[CH:11]=[C:10]2[C:5]([C:6]([OH:15])=[CH:7][CH:8]=[N:9]2)=[CH:4][C:3]=1[I:16], predict the reactants needed to synthesize it. The reactants are: [Cl:1][C:2]1[CH:11]=[C:10]2[C:5]([C:6]([OH:15])=[C:7](C(O)=O)[CH:8]=[N:9]2)=[CH:4][C:3]=1[I:16].